Regression/Classification. Given a drug SMILES string, predict its absorption, distribution, metabolism, or excretion properties. Task type varies by dataset: regression for continuous measurements (e.g., permeability, clearance, half-life) or binary classification for categorical outcomes (e.g., BBB penetration, CYP inhibition). Dataset: rlm. From a dataset of Rat liver microsome stability data. (1) The molecule is CNc1oc(-c2cccc3ccccc23)nc1C#N. The result is 1 (stable in rat liver microsomes). (2) The compound is CCOc1cc2c(cc1OCC)CN(C(=O)c1cc3sccc3n1Cc1ccccc1)CC2. The result is 1 (stable in rat liver microsomes).